This data is from SARS-CoV-2 main protease (3CLPro) crystallographic fragment screen with 879 compounds. The task is: Binary Classification. Given a drug SMILES string, predict its activity (active/inactive) in a high-throughput screening assay against a specified biological target. (1) The compound is COCc1cc(Br)ccn1. The result is 0 (inactive). (2) The compound is CCNc1ncccc1C. The result is 0 (inactive).